This data is from Peptide-MHC class II binding affinity with 134,281 pairs from IEDB. The task is: Regression. Given a peptide amino acid sequence and an MHC pseudo amino acid sequence, predict their binding affinity value. This is MHC class II binding data. (1) The peptide sequence is ASRELERFALNPGLL. The MHC is DRB1_1302 with pseudo-sequence DRB1_1302. The binding affinity (normalized) is 0.604. (2) The peptide sequence is ISEWQPSKGWNDWEN. The MHC is DRB1_1101 with pseudo-sequence DRB1_1101. The binding affinity (normalized) is 0.398. (3) The peptide sequence is AQLGYTIRQLERLLQ. The MHC is HLA-DQA10201-DQB10202 with pseudo-sequence HLA-DQA10201-DQB10202. The binding affinity (normalized) is 0.337.